The task is: Predict the product of the given reaction.. This data is from Forward reaction prediction with 1.9M reactions from USPTO patents (1976-2016). (1) Given the reactants Cl[C:2]1[C:11]2[C:6](=[CH:7][CH:8]=[CH:9][CH:10]=2)[C:5]([NH:12][C:13]2[CH:18]=[CH:17][C:16]([S:19][C:20]3[C:29]4[C:24](=[CH:25][C:26]([O:30][CH3:31])=[CH:27][N:28]=4)[N:23]=[CH:22][CH:21]=3)=[CH:15][CH:14]=2)=[N:4][N:3]=1.CC1(C)C(C)(C)OB([C:40]2[CH2:45][CH2:44][N:43]([C:46]([O:48][C:49]([CH3:52])([CH3:51])[CH3:50])=[O:47])[CH2:42][CH:41]=2)O1.C(=O)([O-])[O-].[Na+].[Na+], predict the reaction product. The product is: [CH3:31][O:30][C:26]1[CH:25]=[C:24]2[C:29]([C:20]([S:19][C:16]3[CH:17]=[CH:18][C:13]([NH:12][C:5]4[C:6]5[C:11](=[CH:10][CH:9]=[CH:8][CH:7]=5)[C:2]([C:40]5[CH2:45][CH2:44][N:43]([C:46]([O:48][C:49]([CH3:52])([CH3:51])[CH3:50])=[O:47])[CH2:42][CH:41]=5)=[N:3][N:4]=4)=[CH:14][CH:15]=3)=[CH:21][CH:22]=[N:23]2)=[N:28][CH:27]=1. (2) Given the reactants Br.[NH2:2][C:3]1[C:11]([OH:12])=[CH:10][CH:9]=[CH:8][C:4]=1[C:5]([OH:7])=[O:6].[CH:13](OCC)(OCC)OCC.C1(C)C=CC(S([O-])(=O)=O)=CC=1.[NH+]1C=CC=CC=1, predict the reaction product. The product is: [O:12]1[C:11]2=[CH:10][CH:9]=[CH:8][C:4]([C:5]([OH:7])=[O:6])=[C:3]2[N:2]=[CH:13]1. (3) Given the reactants Cl.[NH2:2][CH2:3][CH2:4][O:5][C:6]1[CH:13]=[C:12]([Br:14])[CH:11]=[CH:10][C:7]=1[C:8]#[N:9].C[Al](C)C, predict the reaction product. The product is: [Br:14][C:12]1[CH:11]=[CH:10][C:7]2[C:8](=[NH:9])[NH:2][CH2:3][CH2:4][O:5][C:6]=2[CH:13]=1. (4) Given the reactants [N:1]1([C:6]2[CH:25]=[CH:24][C:9]([CH2:10][C:11]3[C:12]([Cl:23])=[N:13][C:14]4[C:19]([C:20]=3[Cl:21])=[CH:18][C:17](Br)=[CH:16][CH:15]=4)=[CH:8][CH:7]=2)[CH:5]=[CH:4][CH:3]=[N:2]1.[CH3:26][N:27]1[C:31]([C:32]([C:34]2[CH:35]=[N:36][C:37]([C:40]([F:43])([F:42])[F:41])=[CH:38][CH:39]=2)=[O:33])=[CH:30][N:29]=[CH:28]1.[Li]CCCC, predict the reaction product. The product is: [N:1]1([C:6]2[CH:25]=[CH:24][C:9]([CH2:10][C:11]3[C:12]([Cl:23])=[N:13][C:14]4[C:19]([C:20]=3[Cl:21])=[CH:18][C:17]([C:32]([C:31]3[N:27]([CH3:26])[CH:28]=[N:29][CH:30]=3)([C:34]3[CH:35]=[N:36][C:37]([C:40]([F:42])([F:41])[F:43])=[CH:38][CH:39]=3)[OH:33])=[CH:16][CH:15]=4)=[CH:8][CH:7]=2)[CH:5]=[CH:4][CH:3]=[N:2]1. (5) Given the reactants [CH3:1][O:2][CH2:3][CH2:4][O:5][CH2:6][CH2:7][OH:8].ClC(Cl)([O:12]C(=O)OC(Cl)(Cl)Cl)Cl.N1C=CC=CC=1.[CH2:27]([Cl:29])Cl, predict the reaction product. The product is: [C:27]([Cl:29])(=[O:12])[O:8][CH2:7][CH2:6][O:5][CH2:4][CH2:3][O:2][CH3:1]. (6) Given the reactants [CH3:1][OH:2].[H-].[Na+].[Br:5][C:6]1[CH:11]=[C:10]([N+]([O-])=O)[CH:9]=[C:8]([Br:15])[N:7]=1, predict the reaction product. The product is: [Br:5][C:6]1[CH:11]=[C:10]([O:2][CH3:1])[CH:9]=[C:8]([Br:15])[N:7]=1. (7) Given the reactants [F:1][C:2]1[CH:7]=[CH:6][C:5]([S:8]([C:11]2[CH:18]=[CH:17][CH:16]=[CH:15][C:12]=2[CH:13]=[O:14])(=[O:10])=[O:9])=[CH:4][CH:3]=1.[BH4-].[Na+], predict the reaction product. The product is: [F:1][C:2]1[CH:7]=[CH:6][C:5]([S:8]([C:11]2[CH:18]=[CH:17][CH:16]=[CH:15][C:12]=2[CH2:13][OH:14])(=[O:10])=[O:9])=[CH:4][CH:3]=1. (8) Given the reactants CS(O[CH2:6][CH2:7][O:8][C:9]1[CH:14]=[C:13]([NH:15][C:16]2[N:21]=[CH:20][C:19]([Br:22])=[CH:18][N:17]=2)[CH:12]=[CH:11][C:10]=1[F:23])(=O)=O.[NH:24]1[CH2:29][CH2:28][CH:27]([C:30]([O:32][CH3:33])=[O:31])[CH2:26][CH2:25]1, predict the reaction product. The product is: [Br:22][C:19]1[CH:20]=[N:21][C:16]([NH:15][C:13]2[CH:12]=[CH:11][C:10]([F:23])=[C:9]([CH:14]=2)[O:8][CH2:7][CH2:6][N:24]2[CH2:29][CH2:28][CH:27]([C:30]([O:32][CH3:33])=[O:31])[CH2:26][CH2:25]2)=[N:17][CH:18]=1. (9) Given the reactants [N+]([C:4]1[CH:11]=[C:10]([C:12]([F:15])([F:14])[F:13])[CH:9]=[CH:8][C:5]=1[C:6]#[N:7])([O-])=O.[O-:16][CH2:17][CH3:18].[Na+].O, predict the reaction product. The product is: [CH2:17]([O:16][C:4]1[CH:11]=[C:10]([C:12]([F:15])([F:14])[F:13])[CH:9]=[CH:8][C:5]=1[C:6]#[N:7])[CH3:18]. (10) Given the reactants [O:1]=[C:2]1[CH2:7][CH2:6][CH:5]([NH:8][C:9]([C@@H:11]2[CH2:15][CH2:14][CH2:13][N:12]2[C:16]([O:18][C:19]([CH3:22])([CH3:21])[CH3:20])=[O:17])=[O:10])[CH2:4][CH2:3]1.[Li+].C[Si]([N-][Si](C)(C)C)(C)C.[F:33][C:34]([F:53])([F:52])[S:35](N(C1C=CC=CC=1)[S:35]([C:34]([F:53])([F:52])[F:33])(=[O:37])=[O:36])(=[O:37])=[O:36], predict the reaction product. The product is: [F:33][C:34]([F:53])([F:52])[S:35]([O:1][C:2]1[CH2:7][CH2:6][CH:5]([NH:8][C:9]([C@@H:11]2[CH2:15][CH2:14][CH2:13][N:12]2[C:16]([O:18][C:19]([CH3:22])([CH3:21])[CH3:20])=[O:17])=[O:10])[CH2:4][CH:3]=1)(=[O:37])=[O:36].